From a dataset of Reaction yield outcomes from USPTO patents with 853,638 reactions. Predict the reaction yield, written as a fraction of the theoretical maximum amount of product (1.0 means a 100% yield; for example, 0.34 means a 34% yield). (1) The reactants are [OH-].[Na+].C[O:4][C:5](=[O:23])[C:6]1[CH:11]=[C:10]([S:12]([CH2:15][CH2:16][CH3:17])(=[O:14])=[O:13])[N:9]=[C:8]([NH:18][C@H:19]([CH2:21][CH3:22])[CH3:20])[CH:7]=1. The catalyst is CO. The product is [C@@H:19]([NH:18][C:8]1[CH:7]=[C:6]([CH:11]=[C:10]([S:12]([CH2:15][CH2:16][CH3:17])(=[O:14])=[O:13])[N:9]=1)[C:5]([OH:23])=[O:4])([CH2:21][CH3:22])[CH3:20]. The yield is 0.900. (2) The reactants are C(C1C=C(NC2N=C(NC3C=CC=C(C(O)=O)C=3)C(F)=CN=2)C=CC=1)(O)=O.[OH:28][C:29]1[CH:30]=[C:31]([NH:39][C:40]2[N:45]=[C:44]([NH:46][C:47]3[CH:52]=[CH:51][C:50]([C:53]([O:55]C)=[O:54])=[C:49]([OH:57])[CH:48]=3)[C:43]([F:58])=[CH:42][N:41]=2)[CH:32]=[CH:33][C:34]=1[C:35]([O:37]C)=[O:36].[OH-].[Na+]. No catalyst specified. The product is [OH:28][C:29]1[CH:30]=[C:31]([NH:39][C:40]2[N:45]=[C:44]([NH:46][C:47]3[CH:52]=[CH:51][C:50]([C:53]([OH:55])=[O:54])=[C:49]([OH:57])[CH:48]=3)[C:43]([F:58])=[CH:42][N:41]=2)[CH:32]=[CH:33][C:34]=1[C:35]([OH:37])=[O:36]. The yield is 0.770. (3) The reactants are [Br-].ClC1C=CC(C[P+](C2C=CC=CC=2)(C2C=CC=CC=2)C2C=CC=CC=2)=CC=1.[Br-].ClC1C=CC(C[P+](C2C=CC=CC=2)(C2C=CC=CC=2)C2C=CC=CC=2)=CC=1F.[Cl:58][C:59]1[CH:78]=[CH:77][C:62]([CH:63]=[C:64]2[CH2:69][CH2:68][N:67]([C:70]([O:72][C:73]([CH3:76])([CH3:75])[CH3:74])=[O:71])[CH2:66][CH2:65]2)=[CH:61][C:60]=1F.[Li]CCCC.O=C1CCN(C(OC(C)(C)C)=O)CC1.[Cl-].[NH4+]. The catalyst is C1COCC1. The product is [Cl:58][C:59]1[CH:78]=[CH:77][C:62]([CH:63]=[C:64]2[CH2:65][CH2:66][N:67]([C:70]([O:72][C:73]([CH3:74])([CH3:75])[CH3:76])=[O:71])[CH2:68][CH2:69]2)=[CH:61][CH:60]=1. The yield is 0.530. (4) The reactants are C([O-])([O-])=O.[K+].[K+].Br.Br[CH2:9][C:10]1[CH:15]=[CH:14][CH:13]=[CH:12][N:11]=1.[CH3:16][C:17]1[N:21]2[C:22]3[CH:28]=[C:27]([CH3:29])[NH:26][C:23]=3[CH:24]=[CH:25][C:20]2=[N:19][N:18]=1.CN(C=O)C. The catalyst is CC#N. The product is [CH3:16][C:17]1[N:21]2[C:22]3[CH:28]=[C:27]([CH3:29])[N:26]([CH2:9][C:10]4[CH:15]=[CH:14][CH:13]=[CH:12][N:11]=4)[C:23]=3[CH:24]=[CH:25][C:20]2=[N:19][N:18]=1. The yield is 0.300. (5) The yield is 0.598. The product is [CH:23]1([C:26]([NH:1][C:2]2[CH:3]=[C:4]([CH:8]3[C:17]([CH3:18])([CH3:19])[CH2:16][C:15]4[C:10](=[CH:11][CH:12]=[C:13]([C:20]([O:22][CH3:29])=[O:21])[CH:14]=4)[NH:9]3)[CH:5]=[CH:6][CH:7]=2)=[O:28])[CH2:25][CH2:24]1. The catalyst is ClCCl. The reactants are [NH2:1][C:2]1[CH:3]=[C:4]([CH:8]2[C:17]([CH3:19])([CH3:18])[CH2:16][C:15]3[C:10](=[CH:11][CH:12]=[C:13]([C:20]([O-:22])=[O:21])[CH:14]=3)[NH:9]2)[CH:5]=[CH:6][CH:7]=1.[CH:23]1([C:26]([OH:28])=O)[CH2:25][CH2:24]1.[CH:29](N(CC)C(C)C)(C)C.P(Cl)(Cl)(Cl)=O.